This data is from Catalyst prediction with 721,799 reactions and 888 catalyst types from USPTO. The task is: Predict which catalyst facilitates the given reaction. (1) Reactant: [NH3:1].[CH2:2]([O:4][C:5]([C:7]1[C:8]2[S:16][CH:15]=[C:14]([CH2:17][O:18][C:19]3[CH:24]=[C:23]([NH:25][C:26](=[O:35])[C:27]4[CH:32]=[CH:31][C:30]([F:33])=[C:29]([Cl:34])[CH:28]=4)[CH:22]=[CH:21][C:20]=3[CH3:36])[C:9]=2[C:10](Cl)=[N:11][CH:12]=1)=[O:6])[CH3:3]. Product: [CH2:2]([O:4][C:5]([C:7]1[C:8]2[S:16][CH:15]=[C:14]([CH2:17][O:18][C:19]3[CH:24]=[C:23]([NH:25][C:26](=[O:35])[C:27]4[CH:32]=[CH:31][C:30]([F:33])=[C:29]([Cl:34])[CH:28]=4)[CH:22]=[CH:21][C:20]=3[CH3:36])[C:9]=2[C:10]([NH2:1])=[N:11][CH:12]=1)=[O:6])[CH3:3]. The catalyst class is: 41. (2) Reactant: [S:1]1[C:5]2[CH:6]=[CH:7][C:8]([CH2:10][CH2:11][O:12][CH2:13][CH2:14][CH2:15][N:16]3[CH2:20][CH2:19][CH:18]([N:21]([CH3:23])[CH3:22])[CH2:17]3)=[CH:9][C:4]=2[CH:3]=[CH:2]1.[ClH:24]. Product: [ClH:24].[ClH:24].[S:1]1[C:5]2[CH:6]=[CH:7][C:8]([CH2:10][CH2:11][O:12][CH2:13][CH2:14][CH2:15][N:16]3[CH2:20][CH2:19][CH:18]([N:21]([CH3:23])[CH3:22])[CH2:17]3)=[CH:9][C:4]=2[CH:3]=[CH:2]1. The catalyst class is: 13. (3) Reactant: [C:1]([C:5]1[CH:42]=[CH:41][C:8]([CH2:9][N:10]2[C:14](=[O:15])[N:13]([CH2:16][CH3:17])[C:12]([CH2:18][CH2:19][CH2:20][C:21]3[CH:26]=[CH:25][C:24]([C:27]4[CH:32]=[CH:31][C:30]([CH:33]([OH:40])[C:34]([NH:36][CH:37]5[CH2:39][CH2:38]5)=[O:35])=[CH:29][CH:28]=4)=[CH:23][CH:22]=3)=[N:11]2)=[CH:7][CH:6]=1)([CH3:4])([CH3:3])[CH3:2].CC(OI1(OC(C)=O)(OC(C)=O)OC(=O)C2C=CC=CC1=2)=O. Product: [C:1]([C:5]1[CH:42]=[CH:41][C:8]([CH2:9][N:10]2[C:14](=[O:15])[N:13]([CH2:16][CH3:17])[C:12]([CH2:18][CH2:19][CH2:20][C:21]3[CH:26]=[CH:25][C:24]([C:27]4[CH:28]=[CH:29][C:30]([C:33](=[O:40])[C:34]([NH:36][CH:37]5[CH2:38][CH2:39]5)=[O:35])=[CH:31][CH:32]=4)=[CH:23][CH:22]=3)=[N:11]2)=[CH:7][CH:6]=1)([CH3:2])([CH3:3])[CH3:4]. The catalyst class is: 28. (4) Reactant: [C:1]([OH:5])(=[O:4])[CH:2]=[CH2:3].O[CH2:7][CH2:8][CH2:9][CH2:10][CH2:11][CH2:12][O:13][C:14]1[CH:15]=[C:16]2[C:21](=[CH:22][CH:23]=1)[CH:20]=[C:19]([C:24]([OH:26])=[O:25])[CH:18]=[CH:17]2.O.C1(C)C=CC(S(O)(=O)=O)=CC=1.C1(C=CC(O)=CC=1)O. Product: [C:1]([O:5][CH2:7][CH2:8][CH2:9][CH2:10][CH2:11][CH2:12][O:13][C:14]1[CH:15]=[C:16]2[C:21](=[CH:22][CH:23]=1)[CH:20]=[C:19]([C:24]([OH:26])=[O:25])[CH:18]=[CH:17]2)(=[O:4])[CH:2]=[CH2:3]. The catalyst class is: 26.